This data is from Forward reaction prediction with 1.9M reactions from USPTO patents (1976-2016). The task is: Predict the product of the given reaction. (1) Given the reactants [OH:1][C:2]1[CH:3]=[C:4]([CH:7]=[CH:8][C:9]=1[N+:10]([O-:12])=[O:11])[CH:5]=O.[CH3:13][O:14][CH2:15][CH2:16][O:17][CH2:18]Cl.[CH3:20][O:21][C:22]1[CH:23]=[C:24]([CH:28]=[CH:29][C:30]=1[O:31][CH3:32])[CH2:25][C:26]#[N:27], predict the reaction product. The product is: [CH3:20][O:21][C:22]1[CH:23]=[C:24](/[C:25](=[CH:5]/[C:4]2[CH:7]=[CH:8][C:9]([N+:10]([O-:12])=[O:11])=[C:2]([O:1][CH2:13][O:14][CH2:15][CH2:16][O:17][CH3:18])[CH:3]=2)/[C:26]#[N:27])[CH:28]=[CH:29][C:30]=1[O:31][CH3:32]. (2) Given the reactants [NH2:1][NH:2][C:3]([C:5]1[CH:6]=[C:7]2[C:11](=[CH:12][CH:13]=1)NN=[C:8]2[C:14]1[CH:19]=[CH:18][C:17]([F:20])=[CH:16][CH:15]=1)=[O:4].[CH2:21]([N:23](CC)CC)[CH3:22].Cl.[C:29](=N)(OCC)[CH3:30], predict the reaction product. The product is: [F:20][C:17]1[CH:18]=[CH:19][C:14]([C:8]2[C:7]3[C:11](=[CH:12][CH:13]=[C:5]([C:3]([NH:2][NH:1][CH2:22][CH:21]=[NH:23])=[O:4])[CH:6]=3)[CH2:30][CH:29]=2)=[CH:15][CH:16]=1. (3) Given the reactants BrN1C(=O)CCC1=O.N(C(C)(C)C#N)=NC(C)(C)C#N.[F:21][C:22]1[CH:27]=[CH:26][C:25]([F:28])=[CH:24][C:23]=1[CH:29]([OH:37])[C:30]1[CH:35]=[CH:34][C:33]([CH3:36])=[CH:32][N:31]=1.S([O-])([O-])(=O)=S.[Na+].[Na+].[C:45]([O-:48])(=[O:47])[CH3:46].[Na+], predict the reaction product. The product is: [C:45]([O:48][CH2:36][C:33]1[CH:32]=[N:31][C:30]([C:29]([C:23]2[CH:24]=[C:25]([F:28])[CH:26]=[CH:27][C:22]=2[F:21])=[O:37])=[CH:35][CH:34]=1)(=[O:47])[CH3:46]. (4) Given the reactants [Cl:1][C:2]1[CH:3]=[C:4]([C@@H:8]2[C@@H:13]([C:14]3[CH:19]=[CH:18][C:17]([Cl:20])=[CH:16][CH:15]=3)[N:12]([CH2:21][CH:22]([CH3:24])[CH3:23])[C:11](=[O:25])[C@@H:10]([CH2:26][C:27]([O:29]C)=[O:28])[O:9]2)[CH:5]=[CH:6][CH:7]=1.[OH-].[Li+].Cl, predict the reaction product. The product is: [Cl:1][C:2]1[CH:3]=[C:4]([C@@H:8]2[C@@H:13]([C:14]3[CH:19]=[CH:18][C:17]([Cl:20])=[CH:16][CH:15]=3)[N:12]([CH2:21][CH:22]([CH3:24])[CH3:23])[C:11](=[O:25])[C@@H:10]([CH2:26][C:27]([OH:29])=[O:28])[O:9]2)[CH:5]=[CH:6][CH:7]=1. (5) Given the reactants [OH:1][NH:2][C:3](=[NH:6])[CH2:4][CH3:5].[H-].[Na+].[C:9]([O:13][C:14]([NH:16][CH2:17][CH2:18][C:19](OC)=O)=[O:15])([CH3:12])([CH3:11])[CH3:10].O, predict the reaction product. The product is: [CH2:4]([C:3]1[N:6]=[C:19]([CH2:18][CH2:17][NH:16][C:14](=[O:15])[O:13][C:9]([CH3:12])([CH3:11])[CH3:10])[O:1][N:2]=1)[CH3:5]. (6) Given the reactants C([O:3][C:4](=[O:34])[C:5]1[CH:10]=[C:9]([N:11]2[C:15]([CH3:16])=[CH:14][CH:13]=[C:12]2[C:17]2[CH:22]=[C:21]([Cl:23])[CH:20]=[CH:19][C:18]=2[O:24][CH2:25][C:26]2[CH:31]=[CH:30][C:29]([F:32])=[CH:28][C:27]=2[F:33])[CH:8]=[N:7][CH:6]=1)C.C(O)C, predict the reaction product. The product is: [Cl:23][C:21]1[CH:20]=[CH:19][C:18]([O:24][CH2:25][C:26]2[CH:31]=[CH:30][C:29]([F:32])=[CH:28][C:27]=2[F:33])=[C:17]([C:12]2[N:11]([C:9]3[CH:8]=[N:7][CH:6]=[C:5]([CH:10]=3)[C:4]([OH:34])=[O:3])[C:15]([CH3:16])=[CH:14][CH:13]=2)[CH:22]=1. (7) Given the reactants C(OC([N:8]1[CH2:12][CH2:11][C@@H:10]([C:13]([O:15][C:16]2[CH:17]=[C:18]3[C:23](=[CH:24][C:25]=2[CH3:26])[CH2:22][N:21](CC2C=CC(OC)=CC=2)[CH:20]=[CH:19]3)=O)[CH2:9]1)=O)(C)(C)C.FC(F)(F)C(O)=[O:39], predict the reaction product. The product is: [CH3:26][C:25]1[CH:24]=[C:23]2[C:18]([CH:19]=[CH:20][NH:21][C:22]2=[O:39])=[CH:17][C:16]=1[O:15][CH2:13][C@@H:10]1[CH2:11][CH2:12][NH:8][CH2:9]1.